This data is from Catalyst prediction with 721,799 reactions and 888 catalyst types from USPTO. The task is: Predict which catalyst facilitates the given reaction. (1) The catalyst class is: 35. Product: [F:9][C:10]([F:21])([F:22])[O:11][C:12]1[CH:20]=[CH:19][CH:18]=[CH:17][C:13]=1/[C:14](=[N:15]/[OH:16])/[Cl:8]. Reactant: C1C(=O)N([Cl:8])C(=O)C1.[F:9][C:10]([F:22])([F:21])[O:11][C:12]1[CH:20]=[CH:19][CH:18]=[CH:17][C:13]=1/[CH:14]=[N:15]/[OH:16]. (2) The catalyst class is: 134. Reactant: Br[C:2]1[CH:7]=[CH:6][C:5]([O:8][CH2:9][CH3:10])=[C:4]([F:11])[C:3]=1[F:12].C([Li])CCC.[CH2:18]([CH:21]1[CH2:25][CH2:24][CH:23]([CH:26]2[CH2:31][CH2:30][C:29](=[O:32])[CH2:28][CH2:27]2)[CH2:22]1)[CH2:19][CH3:20].[Cl-].[NH4+]. Product: [CH2:9]([O:8][C:5]1[CH:6]=[CH:7][C:2]([C:29]2([OH:32])[CH2:28][CH2:27][CH:26]([CH:23]3[CH2:24][CH2:25][CH:21]([CH2:18][CH2:19][CH3:20])[CH2:22]3)[CH2:31][CH2:30]2)=[C:3]([F:12])[C:4]=1[F:11])[CH3:10].